This data is from Forward reaction prediction with 1.9M reactions from USPTO patents (1976-2016). The task is: Predict the product of the given reaction. (1) Given the reactants [Cl:1][C:2]1[CH:3]=[C:4]([NH:10][CH2:11][CH2:12][C:13]2[CH:18]=[CH:17][C:16]([C:19]([F:22])([F:21])[F:20])=[CH:15][CH:14]=2)[CH:5]=[CH:6][C:7]=1[O:8][CH3:9].[CH3:23][O:24][C:25]1[CH:30]=[CH:29][CH:28]=[CH:27][C:26]=1[CH2:31][C:32](O)=[O:33], predict the reaction product. The product is: [Cl:1][C:2]1[CH:3]=[C:4]([N:10]([CH2:11][CH2:12][C:13]2[CH:18]=[CH:17][C:16]([C:19]([F:20])([F:21])[F:22])=[CH:15][CH:14]=2)[C:32](=[O:33])[CH2:31][C:26]2[CH:27]=[CH:28][CH:29]=[CH:30][C:25]=2[O:24][CH3:23])[CH:5]=[CH:6][C:7]=1[O:8][CH3:9]. (2) Given the reactants [CH:1]1([NH:6][C:7]2[CH:8]=[C:9]([CH2:24][S:25]([CH3:28])(=[O:27])=[O:26])[CH:10]=[C:11]3[C:15]=2[NH:14][C:13]([C:16]2[S:17][CH2:18][C@@H:19]([CH2:21][CH2:22]O)[N:20]=2)=[CH:12]3)[CH2:5][CH2:4][CH2:3][CH2:2]1.[I:29]I.C1(P(C2C=CC=CC=2)C2C=CC=CC=2)C=CC=CC=1.N1C=CN=C1, predict the reaction product. The product is: [CH:1]1([NH:6][C:7]2[CH:8]=[C:9]([CH2:24][S:25]([CH3:28])(=[O:27])=[O:26])[CH:10]=[C:11]3[C:15]=2[NH:14][C:13]([C:16]2[S:17][CH2:18][C@@H:19]([CH2:21][CH2:22][I:29])[N:20]=2)=[CH:12]3)[CH2:5][CH2:4][CH2:3][CH2:2]1. (3) Given the reactants [CH3:1][C:2]1[S:6][CH:5]=[N:4][C:3]=1[CH:7]([OH:9])[CH3:8].[Br:10]N1C(=O)CCC1=O.C1(C(OOC(=O)C2C=CC=CC=2)=O)C=CC=CC=1, predict the reaction product. The product is: [Br:10][CH2:1][C:2]1[S:6][CH:5]=[N:4][C:3]=1[C:7](=[O:9])[CH3:8]. (4) Given the reactants Br[C:2]1[CH:3]=[N:4][C:5]([NH:8][C:9]2[CH:30]=[CH:29][C:12]([CH2:13][CH2:14][C@H:15]3[CH2:19][O:18][C:17]([CH3:21])([CH3:20])[N:16]3[C:22]([O:24][C:25]([CH3:28])([CH3:27])[CH3:26])=[O:23])=[CH:11][CH:10]=2)=[N:6][CH:7]=1.[Br-].[C:32]([Zn+])([CH3:35])([CH3:34])[CH3:33], predict the reaction product. The product is: [C:32]([C:2]1[CH:3]=[N:4][C:5]([NH:8][C:9]2[CH:30]=[CH:29][C:12]([CH2:13][CH2:14][C@H:15]3[CH2:19][O:18][C:17]([CH3:21])([CH3:20])[N:16]3[C:22]([O:24][C:25]([CH3:28])([CH3:27])[CH3:26])=[O:23])=[CH:11][CH:10]=2)=[N:6][CH:7]=1)([CH3:35])([CH3:34])[CH3:33]. (5) Given the reactants Cl.[CH:2]([N:5]1[C:13]2[C:8](=[CH:9][C:10]([C:14]3[O:18][N:17]=[C:16]([C:19]4[C:20]([CH3:29])=[C:21]5[C:26](=[CH:27][CH:28]=4)[CH2:25][NH:24][CH2:23][CH2:22]5)[N:15]=3)=[CH:11][CH:12]=2)[CH:7]=[CH:6]1)([CH3:4])[CH3:3].Br[CH2:31][C:32]([O:34][CH2:35][CH3:36])=[O:33], predict the reaction product. The product is: [CH2:35]([O:34][C:32](=[O:33])[CH2:31][N:24]1[CH2:23][CH2:22][C:21]2[C:26](=[CH:27][CH:28]=[C:19]([C:16]3[N:15]=[C:14]([C:10]4[CH:9]=[C:8]5[C:13](=[CH:12][CH:11]=4)[N:5]([CH:2]([CH3:4])[CH3:3])[CH:6]=[CH:7]5)[O:18][N:17]=3)[C:20]=2[CH3:29])[CH2:25]1)[CH3:36]. (6) Given the reactants [C:1]([CH2:4][C@H:5]1[CH2:16][CH2:15][C:14]2[S:13][C:12]3[C:7](=[C:8]([NH:17][CH:18]4[CH2:23][CH2:22][CH:21]([NH:24][C:25](=O)OC(C)(C)C)[CH2:20][CH2:19]4)[N:9]=[CH:10][N:11]=3)[C:6]1=2)(=[O:3])[NH2:2].Cl.[BH3-][C:34]#N.[Na+], predict the reaction product. The product is: [CH3:34][N:24]([CH3:25])[CH:21]1[CH2:20][CH2:19][CH:18]([NH:17][C:8]2[N:9]=[CH:10][N:11]=[C:12]3[C:7]=2[C:6]2[C@@H:5]([CH2:4][C:1]([NH2:2])=[O:3])[CH2:16][CH2:15][C:14]=2[S:13]3)[CH2:23][CH2:22]1. (7) Given the reactants [C:1]1([CH:7]2[C:12]3[N:13]=[C:14]([NH:16][C:17]4[CH:25]=[CH:24][C:20]([C:21]([OH:23])=O)=[CH:19][CH:18]=4)[S:15][C:11]=3[CH2:10][CH2:9][CH2:8]2)[CH:6]=[CH:5][CH:4]=[CH:3][CH:2]=1.[C:26](N1C=CN=C1)(N1C=CN=C1)=[O:27].[OH-].[NH4+:39], predict the reaction product. The product is: [CH3:26][O:27][C:24]1[CH:25]=[C:17]([NH:16][C:14]2[S:15][C:11]3[CH2:10][CH2:9][CH2:8][CH:7]([C:1]4[CH:6]=[CH:5][CH:4]=[CH:3][CH:2]=4)[C:12]=3[N:13]=2)[CH:18]=[CH:19][C:20]=1[C:21]([NH2:39])=[O:23].